Dataset: Peptide-MHC class I binding affinity with 185,985 pairs from IEDB/IMGT. Task: Regression. Given a peptide amino acid sequence and an MHC pseudo amino acid sequence, predict their binding affinity value. This is MHC class I binding data. The peptide sequence is WSFYRVVVK. The MHC is HLA-B51:01 with pseudo-sequence HLA-B51:01. The binding affinity (normalized) is 0.0847.